From a dataset of Experimentally validated miRNA-target interactions with 360,000+ pairs, plus equal number of negative samples. Binary Classification. Given a miRNA mature sequence and a target amino acid sequence, predict their likelihood of interaction. (1) The miRNA is mmu-miR-3965 with sequence UGCUUAUCAGCCUGAUGUU. The protein sequence of the target gene is MLRAPRTLAPATAQPTKSLPALNPTELWPSGLSSPQLCPATTATTYYTSLYTQTVPSSVALGTCLDATPHGPEGQIVRCAPAGRLPAKRKLDLEGIGRPTVPEFRTPKGKCIRVDGLPSPKTPKSPGEKTRYDTSLGLLTKKFIYLLSESEDGVLDLNWAAEVLDVQKRRIYDITNVLEGIQLIRKKSKNNIQWVGRELFEDPTRPSRQQQLGQELKELMNAEQTLDQLIQSCSLSFKHLTEDNANKKLAYVTYQDIRAVGNFKEQTVIAVKAPPQTRLEVPDRAEENLQIYLKSTQGPI.... Result: 1 (interaction). (2) The miRNA is mmu-miR-6998-3p with sequence AGAGCUGCUCUGUGCCCACACA. The protein sequence of the target gene is MASLLQSERVLYLVQGEKKVRAPLSQLYFCRYCSELRSLECVSHEVDSHYCPSCLENMPSAEAKLKKNRCANCFDCPGCMHTLSTRATSISTQLPDDPAKTTMKKAYYLACGFCRWTSRDVGMADKSVASGGWQEPENPHTQRMNKLIEYYQQLAQKEKVERDRKKLARRRNYMPLAFSQHTIHVVDKYSLGTRLQRPRAGASISTLAGLSLREGEDQKEVKIEPAQAVAEVEPLPEDYYTRPVNLTEVTTLQQRLLQPDLQPVSASQLYPRHKHLLIKRSLRCRKCEHNLSKPEFNPTS.... Result: 0 (no interaction). (3) The miRNA is hsa-miR-4643 with sequence GACACAUGACCAUAAAUGCUAA. The protein sequence of the target gene is MPALACLRRLCRHVSPQAVLFLLFIFCLFSVFISAYYLYGWKRGLEPSADAPEPDCGDPPPVAPSRLLPLKPVQAATPSRTDPLVLVFVESLYSQLGQEVVAILESSRFKYRTEIAPGKGDMPTLTDKGRGRFALIIYENILKYVNLDAWNRELLDKYCVAYGVGIIGFFKANENSLLSAQLKGFPLFLHSNLGLKDCSINPKSPLLYVTRPSEVEKGVLPGEDWTVFQSNHSTYEPVLLAKTRSSESIPHLGADAGLHAALHATVVQDLGLHDGIQRVLFGNNLNFWLHKLVFVDAVAF.... Result: 1 (interaction). (4) The miRNA is mmu-miR-30b-3p with sequence CUGGGAUGUGGAUGUUUACGUC. The protein sequence of the target gene is MNLWLLACLVAGFLGAWAPAVHTQGVFEDCCLAYHYPIGWAVLRRAWTYRIQEVSGSCNLPAAIFYLPKRHRKVCGNPKSREVQRAMKLLDARNKVFAKLHHNTQTFQAGPHAVKKLSSGNSKLSSSKFSNPISSSKRNVSLLISANSGL. Result: 0 (no interaction). (5) The miRNA is mmu-miR-34c-5p with sequence AGGCAGUGUAGUUAGCUGAUUGC. The protein sequence of the target gene is MTFPEADILLKSGECAGQTMLDTMEAPGHSRQLLLQLNNQRTKGFLCDVIIVVQNALFRAHKNVLAASSAYLKSLVVHDNLLNLDHDMVSPAVFRLVLDFIYTGRLADGAEAAAAAAVAPGAEPSLGAVLAAASYLQIPDLVALCKKRLKRHGKYCHLRGGGGGGGGYAPYGRPGRGLRAATPVIQACYPSPVGPPPPPAAEPPSGPEAAVNTHCAELYASGPGPAAALCASERRCSPLCGLDLSKKSPPGSAAPERPLAERELPPRPDSPPSAGPAAYKEPPLALPSLPPLPFQKLEEA.... Result: 0 (no interaction). (6) The miRNA is hsa-miR-3187-3p with sequence UUGGCCAUGGGGCUGCGCGG. The protein sequence of the target gene is MAARPLPVSPARALLLALAGALLAPCEARGVSLWNQGRADEVVSASVGSGDLWIPVKSFDSKNHPEVLNIRLQRESKELIINLERNEGLIASSFTETHYLQDGTDVSLARNYTVILGHCYYHGHVRGYSDSAVSLSTCSGLRGLIVFENESYVLEPMKSATNRYKLFPAKKLKSVRGSCGSHHNTPNLAAKNVFPPPSQTWARRHKRETLKATKYVELVIVADNREFQRQGKDLEKVKQRLIEIANHVDKFYRPLNIRIVLVGVEVWNDMDKCSVSQDPFTSLHEFLDWRKMKLLPRKSH.... Result: 0 (no interaction). (7) The miRNA is hsa-miR-4700-3p with sequence CACAGGACUGACUCCUCACCCCAGUG. The protein sequence of the target gene is MESESESGAAADTPPLETLSFHGDEEIIEVVELDPGPPDPDDLAQEMEDVDFEEEEEEEGNEEGWVLEPQEGVVGSMEGPDDSEVTFALHSASVFCVSLDPKTNTLAVTGGEDDKAFVWRLSDGELLFECAGHKDSVTCAGFSHDSTLVATGDMSGLLKVWQVDTKEEVWSFEAGDLEWMEWHPRAPVLLAGTADGNTWMWKVPNGDCKTFQGPNCPATCGRVLPDGKRAVVGYEDGTIRIWDLKQGSPIHVLKGTEGHQGPLTCVAANQDGSLILTGSVDCQAKLVSATTGKVVGVFRP.... Result: 0 (no interaction). (8) The miRNA is hsa-miR-3074-5p with sequence GUUCCUGCUGAACUGAGCCAG. The protein sequence of the target gene is MLNVPSQSFPAPRSQQRVASGGRSKVPLKQGRSLMDWIRLTKSGKDLTGLKGRLIEVTEEELKKHNKKDDCWICIRGFVYNVSPYMEYHPGGEDELMRAAGSDGTELFDQVHRWVNYESMLKECLVGRMAIKPAVLKDYREEEKKVLNGMLPKSQVTDTLAKEGPSYPSYDWFQTDSLVTIAIYTKQKDINLDSIIVDHQNDSFRAETIIKDCLYLIHIGLSHEVQEDFSVRVVESVGKIEIVLQKKENTSWDFLGHPLKNHNSLIPRKDTGLYYRKCQLISKEDVTHDTRLFCLMLPPS.... Result: 1 (interaction). (9) The miRNA is hsa-miR-4687-3p with sequence UGGCUGUUGGAGGGGGCAGGC. The protein sequence of the target gene is MAEGGELMSRLLSENADLKKQVRLLKENQMLRRLLSQSCQEGGGHDLLPPRAHAYPEAGSPGSGVPDFGRFTSVADTPSQLQTSSLEDLLCSHAPLSSEDDTSPGCAAPSQAPFKAFLSPPEPHSHRGTDRKLSPLLSPLQDSLVDKTLLEPREMVRPKKVCFSESSLPTGDRTRRSYYLNEIQSFAGAEKDARVVGEIAFQLDRRILAYVFPGVTRLYGFTVANIPEKIEQTSTKSLDGSVDERKLRELTQRYLALSARLEKLGYSRDVHPAFSEFLINTYGILKQRPDLRANPLHSSP.... Result: 0 (no interaction).